Task: Predict which catalyst facilitates the given reaction.. Dataset: Catalyst prediction with 721,799 reactions and 888 catalyst types from USPTO (1) Reactant: [C:1]([O:9][CH2:10][CH3:11])(=[O:8])[CH2:2][C:3]([O:5][CH2:6][CH3:7])=[O:4].[CH2:12]([O:14][CH:15](OCC)[CH2:16][CH:17](OCC)OCC)[CH3:13].C(OC(=O)C)(=O)C. Product: [CH2:12]([O:14][CH:15]=[CH:16][CH:17]=[C:2]([C:3]([O:5][CH2:6][CH3:7])=[O:4])[C:1]([O:9][CH2:10][CH3:11])=[O:8])[CH3:13]. The catalyst class is: 530. (2) Product: [Cl:1][S:2]([C:5]1[CH:6]=[C:7]([CH:11]=[C:12]([S:14]([Cl:17])(=[O:16])=[O:15])[CH:13]=1)[C:8]([O:19][CH3:18])=[O:9])(=[O:4])=[O:3]. The catalyst class is: 2. Reactant: [Cl:1][S:2]([C:5]1[CH:6]=[C:7]([CH:11]=[C:12]([S:14]([Cl:17])(=[O:16])=[O:15])[CH:13]=1)[C:8](Cl)=[O:9])(=[O:4])=[O:3].[CH3:18][OH:19]. (3) Reactant: [Li]CCCC.Br[C:7]1[CH:12]=[CH:11][N:10]=[CH:9][CH:8]=1.[O:13]1[C:17]2([CH2:22][CH2:21][C:20](=[O:23])[CH2:19][CH2:18]2)[O:16][CH2:15][CH2:14]1.O. Product: [N:10]1[CH:11]=[CH:12][C:7]([C:20]2([OH:23])[CH2:21][CH2:22][C:17]3([O:16][CH2:15][CH2:14][O:13]3)[CH2:18][CH2:19]2)=[CH:8][CH:9]=1. The catalyst class is: 1. (4) Reactant: [C:1]([O:5][C:6]([N:8]1[CH2:11][CH2:10][C@H:9]1[CH2:12][O:13][C:14]1[CH:15]=[C:16]([CH2:20][CH2:21][C:22]2[CH:23]=[C:24]([CH2:28]O)[CH:25]=[CH:26][CH:27]=2)[CH:17]=[N:18][CH:19]=1)=[O:7])([CH3:4])([CH3:3])[CH3:2].[Li+].[Cl-].N1C(C)=CC=CC=1C.CS([Cl:44])(=O)=O.S([O-])(=O)(=O)C. Product: [C:1]([O:5][C:6]([N:8]1[CH2:11][CH2:10][C@H:9]1[CH2:12][O:13][C:14]1[CH:15]=[C:16]([CH2:20][CH2:21][C:22]2[CH:23]=[C:24]([CH2:28][Cl:44])[CH:25]=[CH:26][CH:27]=2)[CH:17]=[N:18][CH:19]=1)=[O:7])([CH3:4])([CH3:3])[CH3:2]. The catalyst class is: 31. (5) Reactant: [B:10]1([B:10]2[O:14][C:13]([CH3:16])([CH3:15])[C:12]([CH3:18])([CH3:17])[O:11]2)[O:14][C:13]([CH3:16])([CH3:15])[C:12]([CH3:18])([CH3:17])[O:11]1.C(OOC(=O)C1C=CC=CC=1)(=O)C1C=CC=CC=1.[Cl:37][C:38]1[CH:39]=[C:40]([CH:42]=[CH:43][C:44]=1[Cl:45])N.N(OC(C)(C)C)=O. Product: [Cl:37][C:38]1[CH:39]=[C:40]([B:10]2[O:11][C:12]([CH3:17])([CH3:18])[C:13]([CH3:15])([CH3:16])[O:14]2)[CH:42]=[CH:43][C:44]=1[Cl:45]. The catalyst class is: 10. (6) Reactant: [Cl:1][C:2]1[CH:3]=[C:4]([CH:12]=[CH:13][C:14]=1[Cl:15])[O:5][CH:6]1[CH2:11][CH2:10][NH:9][CH2:8][CH2:7]1.O=[C:17]1[CH2:22][CH2:21][CH:20]([C:23]([O:25][CH2:26][CH3:27])=[O:24])[CH2:19][CH2:18]1.C(O[BH-](OC(=O)C)OC(=O)C)(=O)C.[Na+].C(=O)(O)[O-].[Na+]. Product: [Cl:1][C:2]1[CH:3]=[C:4]([CH:12]=[CH:13][C:14]=1[Cl:15])[O:5][CH:6]1[CH2:11][CH2:10][N:9]([CH:17]2[CH2:22][CH2:21][CH:20]([C:23]([O:25][CH2:26][CH3:27])=[O:24])[CH2:19][CH2:18]2)[CH2:8][CH2:7]1. The catalyst class is: 559. (7) Reactant: [NH:1]1[CH2:6][CH2:5][CH:4]([C:7]2[CH:12]=[CH:11][C:10]([C:13]3[O:14][C:15]4[C:21]([C:22]([NH2:24])=[O:23])=[CH:20][CH:19]=[CH:18][C:16]=4[N:17]=3)=[CH:9][CH:8]=2)[CH2:3][CH2:2]1.[CH:25](=O)[CH2:26][CH3:27].[H][H]. Product: [CH2:25]([N:1]1[CH2:6][CH2:5][CH:4]([C:7]2[CH:12]=[CH:11][C:10]([C:13]3[O:14][C:15]4[C:21]([C:22]([NH2:24])=[O:23])=[CH:20][CH:19]=[CH:18][C:16]=4[N:17]=3)=[CH:9][CH:8]=2)[CH2:3][CH2:2]1)[CH2:26][CH3:27]. The catalyst class is: 19. (8) Reactant: C([O:3][P:4]([CH2:9][CH2:10][CH2:11][O:12][C:13]1[CH:18]=[CH:17][C:16]([N:19]([C:28]2[CH:33]=[CH:32][C:31]([N:34]([C:43]3[CH:48]=[CH:47][C:46]([O:49][CH3:50])=[CH:45][CH:44]=3)[C:35]3[CH:40]=[CH:39][C:38]([O:41][CH3:42])=[CH:37][CH:36]=3)=[CH:30][CH:29]=2)[C:20]2[CH:25]=[CH:24][C:23]([O:26][CH3:27])=[CH:22][CH:21]=2)=[CH:15][CH:14]=1)(=[O:8])[O:5]CC)C.Br[Si](C)(C)C. Product: [CH3:50][O:49][C:46]1[CH:47]=[CH:48][C:43]([N:34]([C:35]2[CH:36]=[CH:37][C:38]([O:41][CH3:42])=[CH:39][CH:40]=2)[C:31]2[CH:30]=[CH:29][C:28]([N:19]([C:20]3[CH:25]=[CH:24][C:23]([O:26][CH3:27])=[CH:22][CH:21]=3)[C:16]3[CH:17]=[CH:18][C:13]([O:12][CH2:11][CH2:10][CH2:9][P:4](=[O:3])([OH:8])[OH:5])=[CH:14][CH:15]=3)=[CH:33][CH:32]=2)=[CH:44][CH:45]=1. The catalyst class is: 4. (9) Reactant: [NH2:1][C:2]1[CH:7]=[CH:6][CH:5]=[CH:4][CH:3]=1.[S:8]1[CH:12]=[CH:11][CH:10]=[C:9]1[CH:13]=O.C([BH3-])#N. Product: [S:8]1[CH:12]=[CH:11][CH:10]=[C:9]1[CH2:13][NH:1][C:2]1[CH:7]=[CH:6][CH:5]=[CH:4][CH:3]=1. The catalyst class is: 559.